Dataset: Catalyst prediction with 721,799 reactions and 888 catalyst types from USPTO. Task: Predict which catalyst facilitates the given reaction. (1) Reactant: [Cl:1][C:2]1[CH:3]=[C:4]([N:9]=[C:10]=[O:11])[CH:5]=[CH:6][C:7]=1[CH3:8].[Cl:12][C:13]1[CH:19]=[CH:18][C:16]([NH2:17])=[CH:15][C:14]=1[N+:20]([O-:22])=[O:21]. Product: [Cl:1][C:2]1[CH:3]=[C:4]([NH:9][C:10]([NH:17][C:16]2[CH:18]=[CH:19][C:13]([Cl:12])=[C:14]([N+:20]([O-:22])=[O:21])[CH:15]=2)=[O:11])[CH:5]=[CH:6][C:7]=1[CH3:8]. The catalyst class is: 11. (2) Reactant: [F:1][C:2]1[CH:3]=[C:4]([C:10]2[C:11]([NH2:22])=[CH:12][C:13]([N:16]3[CH2:21][CH2:20][O:19][CH2:18][CH2:17]3)=[N:14][CH:15]=2)[CH:5]=[CH:6][C:7]=1[O:8][CH3:9].Cl[C:24]1[C:33]2[C:28](=[CH:29][C:30]([F:35])=[CH:31][C:32]=2[F:34])[N:27]=[C:26]([C:36]2[CH:41]=[C:40]([CH3:42])[CH:39]=[CH:38][N:37]=2)[C:25]=1[CH3:43].C1(P(C2CCCCC2)C2(CCC)CC(CCC)=CC(CCC)=C2C2C=CC=CC=2)CCCCC1.CC(C1C=C(C(C)C)C(C2C=CC=CC=2P(C2CCCCC2)C2CCCCC2)=C(C(C)C)C=1)C.CC(C)([O-])C.[Na+]. Product: [F:34][C:32]1[CH:31]=[C:30]([F:35])[CH:29]=[C:28]2[C:33]=1[C:24]([NH:22][C:11]1[C:10]([C:4]3[CH:5]=[CH:6][C:7]([O:8][CH3:9])=[C:2]([F:1])[CH:3]=3)=[CH:15][N:14]=[C:13]([N:16]3[CH2:21][CH2:20][O:19][CH2:18][CH2:17]3)[CH:12]=1)=[C:25]([CH3:43])[C:26]([C:36]1[CH:41]=[C:40]([CH3:42])[CH:39]=[CH:38][N:37]=1)=[N:27]2. The catalyst class is: 491. (3) Reactant: [N+:1]([C:4]1[N:9]=[CH:8][C:7]([N:10]2[CH2:15][CH2:14][N:13]([C:16]([O:18][C:19]([CH3:22])([CH3:21])[CH3:20])=[O:17])[CH2:12][CH2:11]2)=[CH:6][CH:5]=1)([O-])=O. Product: [NH2:1][C:4]1[N:9]=[CH:8][C:7]([N:10]2[CH2:15][CH2:14][N:13]([C:16]([O:18][C:19]([CH3:22])([CH3:21])[CH3:20])=[O:17])[CH2:12][CH2:11]2)=[CH:6][CH:5]=1. The catalyst class is: 63. (4) Reactant: [Cl:1][C:2]1[CH:7]=[CH:6][C:5]([C:8]([CH3:13])([CH3:12])[C:9](=[O:11])[CH3:10])=[CH:4][CH:3]=1.[C:14](=O)([O:18]CC)[O:15][CH2:16][CH3:17].[H-].[Na+]. Product: [Cl:1][C:2]1[CH:3]=[CH:4][C:5]([C:8]([CH3:13])([CH3:12])[C:9](=[O:11])[CH2:10][C:14]([O:15][CH2:16][CH3:17])=[O:18])=[CH:6][CH:7]=1. The catalyst class is: 15. (5) Reactant: [C:1]([O:5][C:6]([N:8]1[CH2:13][CH2:12][CH:11]([O:14][C:15]2[CH:20]=[CH:19][C:18]([CH2:21]C(=O)C)=[CH:17][CH:16]=2)[CH2:10][CH2:9]1)=[O:7])([CH3:4])([CH3:3])[CH3:2].C[Si]([N-][Si](C)(C)C)(C)C.[K+].BrCC([O:39][CH2:40][CH3:41])=O.O.[NH2:43][NH2:44].[CH2:45]1[CH2:49]OCC1. Product: [C:1]([O:5][C:6]([N:8]1[CH2:9][CH2:10][CH:11]([O:14][C:15]2[CH:20]=[CH:19][C:18]([CH:21]3[CH2:41][C:40](=[O:39])[NH:44][N:43]=[C:49]3[CH3:45])=[CH:17][CH:16]=2)[CH2:12][CH2:13]1)=[O:7])([CH3:4])([CH3:3])[CH3:2]. The catalyst class is: 14.